Dataset: Full USPTO retrosynthesis dataset with 1.9M reactions from patents (1976-2016). Task: Predict the reactants needed to synthesize the given product. (1) Given the product [C:44]([O:43][C@@H:37]([C:12]1[C:13]([CH3:36])=[N:14][C:15]2=[CH:19][C:18]3=[N:17][N:16]2[C:11]=1[N:8]1[CH2:9][CH2:10][C:5]([CH3:48])([O:4][CH2:1][CH2:2][CH2:3][CH2:33][O:32][C:28]2[CH:27]=[C:26]([C:24]4[N:23]=[N:22][N:21]([CH:25]=4)[CH2:20]3)[CH:31]=[CH:30][CH:29]=2)[CH2:6][CH2:7]1)[C:38]([OH:40])=[O:39])([CH3:45])([CH3:46])[CH3:47], predict the reactants needed to synthesize it. The reactants are: [CH2:1]([O:4][C:5]1([CH3:48])[CH2:10][CH2:9][N:8]([C:11]2[N:16]3[N:17]=[C:18]([CH2:20][N:21]4[CH:25]=[C:24]([C:26]5[CH:31]=[CH:30][CH:29]=[C:28]([O:32][CH2:33]C=C)[CH:27]=5)[N:23]=[N:22]4)[CH:19]=[C:15]3[N:14]=[C:13]([CH3:36])[C:12]=2[C@H:37]([O:43][C:44]([CH3:47])([CH3:46])[CH3:45])[C:38]([O:40]CC)=[O:39])[CH2:7][CH2:6]1)[CH:2]=[CH2:3].[OH-].[Na+]. (2) Given the product [Br:18][C:19]1[CH:24]=[C:23]([CH:25]([OH:26])[C:2]2[N:3]=[CH:4][N:5]3[CH:9]=[CH:8][S:7][C:6]=23)[CH:22]=[N:21][CH:20]=1, predict the reactants needed to synthesize it. The reactants are: I[C:2]1[N:3]=[CH:4][N:5]2[CH:9]=[CH:8][S:7][C:6]=12.C[Mg]Br.O1CCCC1.[Br:18][C:19]1[CH:20]=[N:21][CH:22]=[C:23]([CH:25]=[O:26])[CH:24]=1. (3) Given the product [C:31]([O:34][C:35]([N:37]1[CH2:40][C:39]2([CH2:41][N:42]([CH:9]3[CH2:10][CH2:11][CH2:12][CH:8]3[NH:7][C:5](=[O:6])[C:4]3[C:14]([S:22][CH3:23])=[CH:15][C:16]([C:18]([F:21])([F:20])[F:19])=[CH:17][C:3]=3[O:2][CH3:1])[CH2:43]2)[CH2:38]1)=[O:36])([CH3:33])([CH3:30])[CH3:32], predict the reactants needed to synthesize it. The reactants are: [CH3:1][O:2][C:3]1[CH:17]=[C:16]([C:18]([F:21])([F:20])[F:19])[CH:15]=[C:14]([S:22][CH3:23])[C:4]=1[C:5]([NH:7][CH:8]1[CH2:12][CH2:11][CH2:10][C:9]1=O)=[O:6].C(O)(=O)C(O)=O.[CH3:30][C:31]([O:34][C:35]([N:37]1[CH2:40][C:39]2([CH2:43][NH:42][CH2:41]2)[CH2:38]1)=[O:36])([CH3:33])[CH3:32].